From a dataset of Forward reaction prediction with 1.9M reactions from USPTO patents (1976-2016). Predict the product of the given reaction. (1) Given the reactants [C:1]1([C:7]2[C:14]3[C:13]([N:15]4[CH2:20][CH2:19][CH:18]([CH2:21][O:22][CH2:23][CH2:24][N:25]5[CH2:29][CH2:28][CH2:27][CH2:26]5)[CH2:17][CH2:16]4)=[N:12][N:11](S(C4C=CC(C)=CC=4)(=O)=O)[C:10]=3[S:9][CH:8]=2)[CH:6]=[CH:5][CH:4]=[CH:3][CH:2]=1.[OH-].[K+], predict the reaction product. The product is: [C:1]1([C:7]2[C:14]3[C:13]([N:15]4[CH2:20][CH2:19][CH:18]([CH2:21][O:22][CH2:23][CH2:24][N:25]5[CH2:26][CH2:27][CH2:28][CH2:29]5)[CH2:17][CH2:16]4)=[N:12][NH:11][C:10]=3[S:9][CH:8]=2)[CH:2]=[CH:3][CH:4]=[CH:5][CH:6]=1. (2) Given the reactants [CH3:1][C:2]1[C:7]([CH3:9])([CH3:8])[C:6](=[O:10])[CH2:5][C:4]([CH3:12])([CH3:11])[C:3]=1[C:13]([O:15][CH3:16])=[O:14].[Li+].[CH3:18]C([N-]C(C)C)C.[Li]CCCC.N(C(C)C)C(C)C.CI.[NH4+].[Cl-], predict the reaction product. The product is: [CH3:1][C:2]1[C:7]([CH3:8])([CH3:9])[C:6](=[O:10])[CH:5]([CH3:18])[C:4]([CH3:11])([CH3:12])[C:3]=1[C:13]([O:15][CH3:16])=[O:14]. (3) The product is: [F:13][C:12]([F:15])([F:14])[C:3]1[CH:4]=[C:5]([C:8]([F:11])([F:10])[F:9])[CH:6]=[CH:7][C:2]=1[N:19]1[CH2:20][CH2:21][CH:17]([OH:16])[CH2:18]1. Given the reactants Br[C:2]1[CH:7]=[CH:6][C:5]([C:8]([F:11])([F:10])[F:9])=[CH:4][C:3]=1[C:12]([F:15])([F:14])[F:13].[OH:16][CH:17]1[CH2:21][CH2:20][NH:19][CH2:18]1, predict the reaction product. (4) Given the reactants [F:1][C:2]1[CH:17]=[CH:16][CH:15]=[C:14]([F:18])[C:3]=1[CH2:4][O:5][C:6]1[C:7]([NH2:13])=[N:8][CH:9]=[C:10]([CH3:12])[CH:11]=1.[CH2:19]([OH:21])[CH3:20], predict the reaction product. The product is: [F:1][C:2]1[CH:17]=[CH:16][CH:15]=[C:14]([F:18])[C:3]=1[CH2:4][O:5][C:6]1[C:7]2[N:8]([C:20]([C:19]([O:5][CH2:4][CH3:3])=[O:21])=[C:11]([CH2:6][CH3:7])[N:13]=2)[CH:9]=[C:10]([CH3:12])[CH:11]=1. (5) Given the reactants [C:12]([O:11][C:9](O[C:9]([O:11][C:12]([CH3:15])([CH3:14])[CH3:13])=[O:10])=[O:10])([CH3:15])([CH3:14])[CH3:13].[OH:16][CH2:17][CH2:18][O:19][CH2:20][CH2:21][N:22]1[CH2:27][CH2:26][NH:25][CH2:24][CH2:23]1.[C:28](OC(=O)C)(=[O:30])[CH3:29].N1C=CC=CC=1, predict the reaction product. The product is: [C:12]([O:11][C:9]([N:25]1[CH2:26][CH2:27][N:22]([CH2:21][CH2:20][O:19][CH2:18][CH2:17][O:16][C:28](=[O:30])[CH3:29])[CH2:23][CH2:24]1)=[O:10])([CH3:13])([CH3:14])[CH3:15]. (6) Given the reactants Cl.Cl.[NH2:3][C:4]1[N:9]=[CH:8][C:7]([CH2:10][CH:11]([C:15]2[N:16]=[CH:17][N:18]([CH:20]3[CH2:25][CH2:24][CH2:23][CH2:22][CH2:21]3)[CH:19]=2)[C:12]([OH:14])=[O:13])=[CH:6][CH:5]=1.[CH:26]1([CH2:29]O)[CH2:28][CH2:27]1, predict the reaction product. The product is: [NH2:3][C:4]1[N:9]=[CH:8][C:7]([CH2:10][CH:11]([C:15]2[N:16]=[CH:17][N:18]([CH:20]3[CH2:25][CH2:24][CH2:23][CH2:22][CH2:21]3)[CH:19]=2)[C:12]([O:14][CH2:29][CH:26]2[CH2:28][CH2:27]2)=[O:13])=[CH:6][CH:5]=1. (7) Given the reactants [Cl:1][C:2]1[C:3]([C:14]2[C:19]([CH3:20])=[CH:18][C:17]([CH3:21])=[CH:16][N:15]=2)=[CH:4][C:5]([N:8]2[CH2:13][CH2:12][NH:11][CH2:10][CH2:9]2)=[N:6][CH:7]=1.C1C=CC2N(O)N=NC=2C=1.CN1CCOCC1.CCN=C=NCCCN(C)C.[CH3:50][S:51]([CH2:54][CH2:55][C:56](O)=[O:57])(=[O:53])=[O:52], predict the reaction product. The product is: [Cl:1][C:2]1[C:3]([C:14]2[C:19]([CH3:20])=[CH:18][C:17]([CH3:21])=[CH:16][N:15]=2)=[CH:4][C:5]([N:8]2[CH2:13][CH2:12][N:11]([C:56](=[O:57])[CH2:55][CH2:54][S:51]([CH3:50])(=[O:53])=[O:52])[CH2:10][CH2:9]2)=[N:6][CH:7]=1. (8) Given the reactants [CH3:1][N:2]1[C:6]2[CH:7]=[CH:8][C:9]([C:11]([OH:13])=O)=[CH:10][C:5]=2[N:4]=[C:3]1[NH:14][C:15]1[S:16][C:17]2[CH:23]=[C:22]([O:24][C:25]([F:28])([F:27])[F:26])[CH:21]=[CH:20][C:18]=2[N:19]=1.[O:29]1[CH2:33][CH2:32][CH2:31][CH:30]1[CH2:34][O:35][CH2:36][CH2:37][NH2:38].CN(C(ON1N=NC2C=CC=CC1=2)=[N+](C)C)C.F[P-](F)(F)(F)(F)F.CCN(C(C)C)C(C)C, predict the reaction product. The product is: [O:29]1[CH2:33][CH2:32][CH2:31][CH:30]1[CH2:34][O:35][CH2:36][CH2:37][NH:38][C:11]([C:9]1[CH:8]=[CH:7][C:6]2[N:2]([CH3:1])[C:3]([NH:14][C:15]3[S:16][C:17]4[CH:23]=[C:22]([O:24][C:25]([F:28])([F:27])[F:26])[CH:21]=[CH:20][C:18]=4[N:19]=3)=[N:4][C:5]=2[CH:10]=1)=[O:13]. (9) Given the reactants [CH:1]([CH:3]=O)=[O:2].[CH:5]1([NH:11][N:12]=[CH:13][C:14](=[O:16])[CH3:15])[CH2:10][CH2:9][CH2:8][CH2:7][CH2:6]1, predict the reaction product. The product is: [OH:16][C:14]1[C:13]([C:1](=[O:2])[CH3:3])=[N:12][N:11]([CH:5]2[CH2:10][CH2:9][CH2:8][CH2:7][CH2:6]2)[CH:15]=1.